Dataset: Full USPTO retrosynthesis dataset with 1.9M reactions from patents (1976-2016). Task: Predict the reactants needed to synthesize the given product. (1) Given the product [C:20]1([C@H:18]([NH:17][C:16]2[C:11]3[CH:10]=[C:9]([C:6]4[CH:7]=[CH:8][C:3]([CH2:2][NH:1][C:36](=[O:37])[CH2:35][N:29]5[CH2:30][CH2:31][CH2:39][CH2:33][CH2:32]5)=[CH:4][CH:5]=4)[NH:26][C:12]=3[N:13]=[CH:14][N:15]=2)[CH3:19])[CH:25]=[CH:24][CH:23]=[CH:22][CH:21]=1, predict the reactants needed to synthesize it. The reactants are: [NH2:1][CH2:2][C:3]1[CH:8]=[CH:7][C:6]([C:9]2[NH:26][C:12]3[N:13]=[CH:14][N:15]=[C:16]([NH:17][C@@H:18]([C:20]4[CH:25]=[CH:24][CH:23]=[CH:22][CH:21]=4)[CH3:19])[C:11]=3[CH:10]=2)=[CH:5][CH:4]=1.C([N:29]([CH2:32][CH3:33])[CH2:30][CH3:31])C.Cl[CH2:35][C:36](Cl)=[O:37].[CH2:39]1COCC1. (2) Given the product [CH3:1][C:2]([CH3:12])([CH3:11])[CH2:3][C:4]1[O:8][N:7]=[C:6]([CH:9]([NH2:10])[CH3:19])[CH:5]=1, predict the reactants needed to synthesize it. The reactants are: [CH3:1][C:2]([CH3:12])([CH3:11])[CH2:3][C:4]1[O:8][N:7]=[C:6]([C:9]#[N:10])[CH:5]=1.[H-].[H-].[H-].[H-].[Li+].[Al+3].[CH2:19]1COCC1. (3) Given the product [Cl:26][C:5]1[N:22]=[C:8]2[CH:9]=[CH:10][C:11]([B:13]3[O:17][C:16]([CH3:19])([CH3:18])[C:15]([CH3:21])([CH3:20])[O:14]3)=[CH:12][N:7]2[CH:6]=1, predict the reactants needed to synthesize it. The reactants are: Br.C(O[C:5](=O)[CH2:6][N:7]1[CH:12]=[C:11]([B:13]2[O:17][C:16]([CH3:19])([CH3:18])[C:15]([CH3:21])([CH3:20])[O:14]2)[CH:10]=[CH:9][C:8]1=[NH:22])C.O=P(Cl)(Cl)[Cl:26]. (4) Given the product [Br:24][C:14]1[CH:13]=[CH:12][C:11]2[N:10]([N:9]=[C:8]([C:5]3[CH:6]=[CH:7][C:2]([F:1])=[CH:3][CH:4]=3)[C:16]=2[C:17]2[CH:22]=[CH:21][N:20]=[C:19]([F:23])[CH:18]=2)[CH:15]=1, predict the reactants needed to synthesize it. The reactants are: [F:1][C:2]1[CH:7]=[CH:6][C:5]([C:8]2[C:16]([C:17]3[CH:22]=[CH:21][N:20]=[C:19]([F:23])[CH:18]=3)=[C:11]3[CH:12]=[CH:13][CH:14]=[CH:15][N:10]3[N:9]=2)=[CH:4][CH:3]=1.[Br:24]N1C(=O)CCC1=O.C(=O)(O)[O-].[Na+]. (5) The reactants are: [CH3:1][CH:2]([CH3:12])[CH2:3][CH:4]=[C:5]1[CH2:10][CH2:9][C:8](=O)[CH2:7][CH2:6]1.O.Cl.[NH2:15][C@@H:16]([C:19]([OH:21])=[O:20])[CH2:17][SH:18].C([O-])(=O)C.[Na+]. Given the product [CH3:1][CH:2]([CH3:12])[CH2:3][CH:4]=[C:5]1[CH2:10][CH2:9][C:8]2([S:18][CH2:17][C@H:16]([C:19]([OH:21])=[O:20])[NH:15]2)[CH2:7][CH2:6]1, predict the reactants needed to synthesize it. (6) The reactants are: [CH3:1][C:2]1[CH:7]=[C:6]([OH:8])[C:5]2[O:9][C:10]3[C:15]([C:16]([O:18][CH2:19][C:4]=2[CH:3]=1)=[O:17])=[C:14]([O:20][CH3:21])[C:13]([C@@H:22]([OH:27])[CH2:23][CH:24]([CH3:26])[CH3:25])=[CH:12][CH:11]=3.[CH:28](O)=[O:29]. Given the product [CH:28]([O:27][CH:22]([C:13]1[CH:12]=[CH:11][C:10]2[O:9][C:5]3[C:6]([OH:8])=[CH:7][C:2]([CH3:1])=[CH:3][C:4]=3[CH2:19][O:18][C:16](=[O:17])[C:15]=2[C:14]=1[O:20][CH3:21])[CH2:23][CH:24]([CH3:25])[CH3:26])=[O:29], predict the reactants needed to synthesize it. (7) Given the product [F:29][C:28]([F:31])([F:30])[S:25]([O:24][C:12]1[C:11]2[C:16](=[CH:17][CH:18]=[C:9]([Cl:8])[CH:10]=2)[N:15]=[C:14]2[CH2:19][CH2:20][CH2:21][CH2:22][CH2:23][C:13]=12)(=[O:27])=[O:26], predict the reactants needed to synthesize it. The reactants are: C(N(CC)CC)C.[Cl:8][C:9]1[CH:10]=[C:11]2[C:16](=[CH:17][CH:18]=1)[NH:15][C:14]1[CH2:19][CH2:20][CH2:21][CH2:22][CH2:23][C:13]=1[C:12]2=[O:24].[S:25](O[S:25]([C:28]([F:31])([F:30])[F:29])(=[O:27])=[O:26])([C:28]([F:31])([F:30])[F:29])(=[O:27])=[O:26].